This data is from Peptide-MHC class I binding affinity with 185,985 pairs from IEDB/IMGT. The task is: Regression. Given a peptide amino acid sequence and an MHC pseudo amino acid sequence, predict their binding affinity value. This is MHC class I binding data. (1) The peptide sequence is TYSAGIVQI. The MHC is HLA-B40:01 with pseudo-sequence HLA-B40:01. The binding affinity (normalized) is 0. (2) The peptide sequence is AYISSEATTPP. The MHC is Patr-A0901 with pseudo-sequence Patr-A0901. The binding affinity (normalized) is 0.390. (3) The peptide sequence is SEMAEALKGM. The MHC is HLA-B40:01 with pseudo-sequence HLA-B40:01. The binding affinity (normalized) is 0.407. (4) The peptide sequence is GEGPGINPI. The MHC is HLA-B51:01 with pseudo-sequence HLA-B51:01. The binding affinity (normalized) is 0.213. (5) The peptide sequence is QNGALAINTF. The MHC is HLA-B53:01 with pseudo-sequence HLA-B53:01. The binding affinity (normalized) is 0. (6) The peptide sequence is EVDPIGHLY. The MHC is HLA-B27:05 with pseudo-sequence HLA-B27:05. The binding affinity (normalized) is 0.0847. (7) The peptide sequence is YSLEYFQFVKK. The MHC is HLA-C04:01 with pseudo-sequence HLA-C04:01. The binding affinity (normalized) is 0.0847. (8) The peptide sequence is IAYRNVLLR. The MHC is HLA-A11:01 with pseudo-sequence HLA-A11:01. The binding affinity (normalized) is 0.542.